From a dataset of Reaction yield outcomes from USPTO patents with 853,638 reactions. Predict the reaction yield, written as a fraction of the theoretical maximum amount of product (1.0 means a 100% yield; for example, 0.34 means a 34% yield). (1) The reactants are CC([Si](C1C=CC=CC=1)(C1C=CC=CC=1)[O:6][CH2:7][C@@H:8]1[CH2:13][CH2:12][C@H:11]([CH3:14])[CH2:10][N:9]1[C:15]([C:17]1[C:22]([C:23]2[N:28]=[CH:27][CH:26]=[CH:25][N:24]=2)=[CH:21][CH:20]=[C:19]([CH3:29])[N:18]=1)=[O:16])(C)C.CCCC[N+](CCCC)(CCCC)CCCC.[F-].[NH4+].[Cl-]. The catalyst is C1COCC1. The product is [CH3:14][C@@H:11]1[CH2:10][N:9]([C:15]([C:17]2[C:22]([C:23]3[N:28]=[CH:27][CH:26]=[CH:25][N:24]=3)=[CH:21][CH:20]=[C:19]([CH3:29])[N:18]=2)=[O:16])[C@H:8]([CH2:7][OH:6])[CH2:13][CH2:12]1. The yield is 0.900. (2) The reactants are [OH:1][CH:2]1[C:7](OC)([O:8]C)[CH2:6][CH2:5][N:4]([C:12]([O:14][C:15]([CH3:18])([CH3:17])[CH3:16])=[O:13])[CH2:3]1.C1(C)C=CC(S(O)(=O)=O)=CC=1. The catalyst is CC(C)=O. The product is [OH:1][CH:2]1[C:7](=[O:8])[CH2:6][CH2:5][N:4]([C:12]([O:14][C:15]([CH3:18])([CH3:17])[CH3:16])=[O:13])[CH2:3]1. The yield is 0.690. (3) The reactants are C([O-])(=O)C.[Na+].[N+:6]([C:9]1[CH:17]=[CH:16][CH:15]=[C:14]2[C:10]=1[CH:11]=[N:12][NH:13]2)([O-:8])=[O:7].C(Cl)(Cl)Cl.[Br:22]Br. The catalyst is C(O)(=O)C. The product is [Br:22][C:11]1[C:10]2[C:14](=[CH:15][CH:16]=[CH:17][C:9]=2[N+:6]([O-:8])=[O:7])[NH:13][N:12]=1. The yield is 0.920. (4) No catalyst specified. The product is [CH2:4]([C:3]1[CH:2]=[C:1]([C:6]2([C:17]3[CH:16]=[CH:15][C:14]([OH:19])=[C:13]([CH2:11][CH3:12])[CH:18]=3)[CH2:9][CH:8]([CH2:12][CH2:11][CH2:13][CH2:18][CH3:17])[CH2:7]2)[CH:16]=[CH:15][C:14]=1[OH:19])[CH3:5]. The reactants are [CH2:1]([CH:6]1[CH2:9][C:8](=O)[CH2:7]1)[CH2:2][CH2:3][CH2:4][CH3:5].[CH2:11]([C:13]1[CH:18]=[CH:17][CH:16]=[CH:15][C:14]=1[OH:19])[CH3:12].S(=O)(=O)(O)O. The yield is 0.370. (5) The reactants are [F:1][C:2]([F:42])([F:41])[C:3]1[C:7]([C:8](=[O:34])[NH:9][CH:10]2[CH2:15][CH2:14][C:13](=[CH:16][C:17]3[CH:22]=[CH:21][CH:20]=[C:19]([O:23][C:24]4[CH:29]=[CH:28][C:27]([C:30]([F:33])([F:32])[F:31])=[CH:26][N:25]=4)[CH:18]=3)[CH2:12][CH2:11]2)=[CH:6][N:5]([CH2:35][C:36]([O:38]CC)=[O:37])[N:4]=1.O.[OH-].[Li+]. The catalyst is C1COCC1.CO.O. The product is [F:42][C:2]([F:1])([F:41])[C:3]1[C:7]([C:8](=[O:34])[NH:9][CH:10]2[CH2:15][CH2:14][C:13](=[CH:16][C:17]3[CH:22]=[CH:21][CH:20]=[C:19]([O:23][C:24]4[CH:29]=[CH:28][C:27]([C:30]([F:33])([F:32])[F:31])=[CH:26][N:25]=4)[CH:18]=3)[CH2:12][CH2:11]2)=[CH:6][N:5]([CH2:35][C:36]([OH:38])=[O:37])[N:4]=1. The yield is 0.630. (6) The yield is 0.790. The reactants are [I:1][C:2]1[C:3]([S:11][C:12]2[NH:13][C:14]3[CH:19]=[CH:18][N:17]=[C:16]([NH2:20])[C:15]=3[N:21]=2)=[CH:4][C:5]2[O:9][CH2:8][O:7][C:6]=2[CH:10]=1.Br[CH2:23][CH2:24][CH2:25][CH2:26][N:27]1[C:35](=[O:36])[C:34]2[C:29](=[CH:30][CH:31]=[CH:32][CH:33]=2)[C:28]1=[O:37].C([O-])([O-])=O.[Cs+].[Cs+]. The product is [NH2:20][C:16]1[C:15]2[N:21]=[C:12]([S:11][C:3]3[C:2]([I:1])=[CH:10][C:6]4[O:7][CH2:8][O:9][C:5]=4[CH:4]=3)[N:13]([CH2:23][CH2:24][CH2:25][CH2:26][N:27]3[C:35](=[O:36])[C:34]4[C:29](=[CH:30][CH:31]=[CH:32][CH:33]=4)[C:28]3=[O:37])[C:14]=2[CH:19]=[CH:18][N:17]=1. The catalyst is CN(C=O)C. (7) The reactants are [SH:1][CH:2]([C:4]1[CH:9]=[CH:8][CH:7]=[CH:6][CH:5]=1)[CH3:3].[C:10](Cl)(=[O:14])[CH2:11][CH2:12][CH3:13]. No catalyst specified. The product is [C:4]1([CH:2]([S:1][C:10](=[O:14])[CH2:11][CH2:12][CH3:13])[CH3:3])[CH:9]=[CH:8][CH:7]=[CH:6][CH:5]=1. The yield is 0.980. (8) The yield is 0.880. No catalyst specified. The product is [C:1]([O:5][C:6]([NH:8][C@H:9]([CH3:16])[C:10]([N:12]([O:14][CH3:15])[CH3:13])=[O:11])=[O:7])([CH3:4])([CH3:3])[CH3:2]. The reactants are [C:1]([O:5][C:6]([NH:8][C@@H:9]([CH3:16])[C:10]([N:12]([O:14][CH3:15])[CH3:13])=[O:11])=[O:7])([CH3:4])([CH3:3])[CH3:2].C(N[C@@H](C(O)=O)C)(OC(C)(C)C)=O.